The task is: Regression/Classification. Given a drug SMILES string, predict its absorption, distribution, metabolism, or excretion properties. Task type varies by dataset: regression for continuous measurements (e.g., permeability, clearance, half-life) or binary classification for categorical outcomes (e.g., BBB penetration, CYP inhibition). Dataset: cyp2c19_veith.. This data is from CYP2C19 inhibition data for predicting drug metabolism from PubChem BioAssay. (1) The drug is CO[C@H]1[C@@H](OC(N)=O)[C@H](O)[C@@H](Oc2ccc3c(O)c(NC(=O)c4ccc([O-])c(CC=C(C)C)c4)c(=O)oc3c2C)OC1(C)C.[Na+]. The result is 0 (non-inhibitor). (2) The molecule is O=C(Nc1ccccc1)N1CCCC2(CCN(S(=O)(=O)c3ccccc3)CC2)C1. The result is 1 (inhibitor). (3) The drug is Nc1ccc(C(=O)C[C@H](N)C(=O)O)cc1O. The result is 0 (non-inhibitor).